From a dataset of Forward reaction prediction with 1.9M reactions from USPTO patents (1976-2016). Predict the product of the given reaction. (1) Given the reactants [O:1]1[C:3]2([CH2:8][CH2:7][O:6][CH2:5][CH2:4]2)[CH:2]1[C:9]#[N:10].N1C=CC=CC=1.[FH:17].C(OCC)(=O)C, predict the reaction product. The product is: [F:17][C:3]1([CH:2]([OH:1])[C:9]#[N:10])[CH2:8][CH2:7][O:6][CH2:5][CH2:4]1. (2) The product is: [NH2:1][C:2]1[C:7]2[C:8](=[O:30])[N:9]([C:14]3[CH:19]=[CH:18][C:17]([B:36]4[O:40][C:39]([CH3:42])([CH3:41])[C:38]([CH3:44])([CH3:43])[O:37]4)=[CH:16][CH:15]=3)[CH2:10][CH2:11][O:12][C:6]=2[N:5]=[CH:4][N:3]=1. Given the reactants [NH2:1][C:2]1[C:7]2[C:8](=[O:30])[N:9]([C:14]3[CH:19]=[CH:18][C:17](C4C(C#N)=CC=CC=4Cl)=[C:16](F)[CH:15]=3)[CH2:10][C@@H:11](C)[O:12][C:6]=2[N:5]=[CH:4][N:3]=1.C([O-])(=O)C.[K+].[B:36]1([B:36]2[O:40][C:39]([CH3:42])([CH3:41])[C:38]([CH3:44])([CH3:43])[O:37]2)[O:40][C:39]([CH3:42])([CH3:41])[C:38]([CH3:44])([CH3:43])[O:37]1, predict the reaction product. (3) Given the reactants [C:1]1([C:7]2[S:11][C:10]([NH2:12])=[N:9][CH:8]=2)[CH:6]=[CH:5][CH:4]=[CH:3][CH:2]=1.[C:13](N1C=CN=C1)([N:15]1[CH:19]=[CH:18][N:17]=[CH:16]1)=[S:14], predict the reaction product. The product is: [C:1]1([C:7]2[S:11][C:10]([NH:12][C:13]([N:15]3[CH:19]=[CH:18][N:17]=[CH:16]3)=[S:14])=[N:9][CH:8]=2)[CH:2]=[CH:3][CH:4]=[CH:5][CH:6]=1.